Dataset: Catalyst prediction with 721,799 reactions and 888 catalyst types from USPTO. Task: Predict which catalyst facilitates the given reaction. (1) Reactant: [CH3:1][O:2][N:3]=[C:4]([C:9]1[CH:14]=[CH:13][CH:12]=[CH:11][C:10]=1[OH:15])[CH2:5][N+:6]([O-])=[O:7].C(=O)(O)[O-].[Na+]. Product: [CH3:1][O:2][N:3]=[C:4]1[C:9]2[CH:14]=[CH:13][CH:12]=[CH:11][C:10]=2[O:15][C:5]1=[N:6][OH:7]. The catalyst class is: 6. (2) Reactant: C([O:8][C:9]([C:18]1[N:23]=[CH:22][C:21]([N:24]2[CH2:29][CH2:28][N:27]([C:30](=[O:49])[CH2:31][N:32]3[C:36](=[O:37])[C:35]([C:39]4[CH:40]=[CH:41][C:42]5[O:46][CH2:45][CH2:44][C:43]=5[CH:47]=4)([CH3:38])[NH:34][C:33]3=[O:48])[CH2:26][CH2:25]2)=[C:20]([CH2:50][CH2:51][CH3:52])[CH:19]=1)([C:14]([F:17])([F:16])[F:15])[C:10]([F:13])([F:12])[F:11])C1C=CC=CC=1. Product: [O:46]1[C:42]2[CH:41]=[CH:40][C:39]([C:35]3([CH3:38])[NH:34][C:33](=[O:48])[N:32]([CH2:31][C:30]([N:27]4[CH2:26][CH2:25][N:24]([C:21]5[CH:22]=[N:23][C:18]([C:9]([OH:8])([C:14]([F:15])([F:16])[F:17])[C:10]([F:11])([F:12])[F:13])=[CH:19][C:20]=5[CH2:50][CH2:51][CH3:52])[CH2:29][CH2:28]4)=[O:49])[C:36]3=[O:37])=[CH:47][C:43]=2[CH2:44][CH2:45]1. The catalyst class is: 129. (3) Reactant: [CH:1]1([CH:5]([C:7]2[CH:11]=[CH:10][S:9][CH:8]=2)[NH2:6])[CH2:4][CH2:3][CH2:2]1.[I:12][C:13]1[C:21]2[C:16](=[CH:17][CH:18]=[C:19]([C:22](N)=[O:23])[CH:20]=2)[NH:15][N:14]=1.CN(C(ON1N=NC2C=CC=CC1=2)=[N+](C)C)C.[B-](F)(F)(F)F.CCN(C(C)C)C(C)C. Product: [CH:1]1([CH:5]([C:7]2[CH:11]=[CH:10][S:9][CH:8]=2)[NH:6][C:22]([C:19]2[CH:20]=[C:21]3[C:16](=[CH:17][CH:18]=2)[NH:15][N:14]=[C:13]3[I:12])=[O:23])[CH2:2][CH2:3][CH2:4]1. The catalyst class is: 3. (4) Reactant: Br[C:2]1[CH:11]=[CH:10][C:9]2[NH:8][C:7](=[O:12])[C:6]3[NH:13][CH:14]=[CH:15][C:5]=3[C:4]=2[CH:3]=1.[CH2:16]([C:18]([O-:20])=[O:19])[CH3:17].[C:21]([NH:25][CH2:26][CH2:27][C:28]([O:30][CH3:31])=[O:29])(=[O:24])[CH:22]=[CH2:23]. Product: [CH3:31][O:30][C:28]([CH2:27][CH2:26][NH:25][C:21]([CH:22]=[CH:23][C:2]1[CH:11]=[CH:10][C:9]2[NH:8][C:7](=[O:12])[C:6]3[NH:13][CH:14]=[CH:15][C:5]=3[C:4]=2[CH:3]=1)=[O:24])=[O:29].[CH2:16]([C:18]([O-:20])=[O:19])[CH3:17]. The catalyst class is: 4. (5) Reactant: [C:1]([C:4]1[CH:5]=[C:6]2[C:11](=[CH:12][CH:13]=1)[CH2:10][CH2:9][CH2:8][CH2:7]2)(=O)[CH3:2].[CH2:14]([NH2:21])[C:15]1[CH:20]=[CH:19][CH:18]=[CH:17][CH:16]=1.Cl.[CH2:23](OCC)C. Product: [CH3:23][N:21]1[CH2:2][CH:1]([C:4]2[CH:13]=[CH:12][C:11]3[CH2:10][CH2:9][CH2:8][CH2:7][C:6]=3[CH:5]=2)[C:20]2[C:15](=[CH:16][CH:17]=[CH:18][CH:19]=2)[CH2:14]1. The catalyst class is: 13.